From a dataset of Catalyst prediction with 721,799 reactions and 888 catalyst types from USPTO. Predict which catalyst facilitates the given reaction. (1) Reactant: [Br:1][CH2:2][CH:3]1[CH2:7][C:6]2[CH:8]=[C:9]([F:12])[CH:10]=[CH:11][C:5]=2[O:4]1.[Br:13]Br. Product: [Br:13][C:11]1[C:5]2[O:4][C@@H:3]([CH2:2][Br:1])[CH2:7][C:6]=2[CH:8]=[C:9]([F:12])[CH:10]=1. The catalyst class is: 15. (2) Reactant: CC(C)([O-])C.[K+].[Br:7][C:8]1[CH:9]=[CH:10][C:11](Cl)=[N:12][CH:13]=1.[CH2:15]([OH:18])[CH2:16][CH3:17].O. Product: [Br:7][C:8]1[CH:9]=[CH:10][C:11]([O:18][CH2:15][CH2:16][CH3:17])=[N:12][CH:13]=1. The catalyst class is: 49. (3) Reactant: [C:9](O[C:9]([O:11][C:12]([CH3:15])([CH3:14])[CH3:13])=[O:10])([O:11][C:12]([CH3:15])([CH3:14])[CH3:13])=[O:10].C(N(CC)CC)C.[OH:23][C:24]1[CH:33]=[C:32]2[C:27]([CH2:28][C@@H:29]([C:34]([OH:36])=[O:35])[NH:30][CH2:31]2)=[CH:26][CH:25]=1. Product: [C:12]([O:11][C:9]([N:30]1[C@H:29]([C:34]([OH:36])=[O:35])[CH2:28][C:27]2[C:32](=[CH:33][C:24]([OH:23])=[CH:25][CH:26]=2)[CH2:31]1)=[O:10])([CH3:13])([CH3:14])[CH3:15]. The catalyst class is: 38. (4) Reactant: [C:1]([O:5][C:6]([CH3:9])([CH3:8])[CH3:7])(=[O:4])[NH:2][NH2:3].[O:10]1[CH2:15][CH2:14][C:13](=O)[CH2:12][CH2:11]1.C([BH3-])#N.[Na+].[OH-].[Na+]. Product: [O:10]1[CH2:15][CH2:14][CH:13]([NH:3][NH:2][C:1]([O:5][C:6]([CH3:9])([CH3:8])[CH3:7])=[O:4])[CH2:12][CH2:11]1. The catalyst class is: 130. (5) Reactant: [O:1]1[CH2:7][CH:6]([CH2:8]C(O)=O)[CH2:5][O:4][CH2:3][CH2:2]1.C1(P(N=[N+]=[N-])(C2C=CC=CC=2)=[O:19])C=CC=CC=1.[CH2:29]([OH:36])[C:30]1[CH:35]=[CH:34][CH:33]=[CH:32][CH:31]=1.C([N:39]([CH2:42]C)CC)C. Product: [O:4]1[CH2:5][CH:6]([CH2:8][NH:39][C:42](=[O:19])[O:36][CH2:29][C:30]2[CH:35]=[CH:34][CH:33]=[CH:32][CH:31]=2)[CH2:7][O:1][CH2:2][CH2:3]1. The catalyst class is: 93. (6) Reactant: [C:1]([C:3]1[N:4]=[CH:5][C:6]2[CH2:11][N:10](C(OC(C)(C)C)=O)[CH2:9][C:7]=2[N:8]=1)#[N:2]. Product: [N:8]1[C:7]2[CH2:9][NH:10][CH2:11][C:6]=2[CH:5]=[N:4][C:3]=1[C:1]#[N:2]. The catalyst class is: 330. (7) Reactant: [I:1][C:2]1[C:10]2[C:5](=[CH:6][CH:7]=[C:8]([C:11]([OH:13])=[O:12])[CH:9]=2)[NH:4][CH:3]=1.[C:14](=O)([O-])[O-].[K+].[K+].COS(OC)=O. Product: [I:1][C:2]1[C:10]2[C:5](=[CH:6][CH:7]=[C:8]([C:11]([O:13][CH3:14])=[O:12])[CH:9]=2)[NH:4][CH:3]=1. The catalyst class is: 3. (8) Reactant: [N:1]1[C:10]2[CH2:9][CH2:8][CH2:7][C@@H:6]([OH:11])[C:5]=2[N:4]=[CH:3][CH:2]=1.N1C(C)=CC=CC=1C.FC(F)(F)S(O[Si:26]([C:29]([CH3:32])([CH3:31])[CH3:30])([CH3:28])[CH3:27])(=O)=O. Product: [Si:26]([O:11][C@@H:6]1[CH2:7][CH2:8][CH2:9][C:10]2[N:1]=[CH:2][CH:3]=[N:4][C:5]1=2)([C:29]([CH3:32])([CH3:31])[CH3:30])([CH3:28])[CH3:27]. The catalyst class is: 4.